The task is: Regression. Given two drug SMILES strings and cell line genomic features, predict the synergy score measuring deviation from expected non-interaction effect.. This data is from NCI-60 drug combinations with 297,098 pairs across 59 cell lines. Drug 1: C1=NC2=C(N1)C(=S)N=CN2. Drug 2: CC1=C(C=C(C=C1)C(=O)NC2=CC(=CC(=C2)C(F)(F)F)N3C=C(N=C3)C)NC4=NC=CC(=N4)C5=CN=CC=C5. Cell line: CAKI-1. Synergy scores: CSS=1.37, Synergy_ZIP=0.910, Synergy_Bliss=3.75, Synergy_Loewe=-6.90, Synergy_HSA=-3.25.